Dataset: Reaction yield outcomes from USPTO patents with 853,638 reactions. Task: Predict the reaction yield, written as a fraction of the theoretical maximum amount of product (1.0 means a 100% yield; for example, 0.34 means a 34% yield). The reactants are [NH:1]1[C:9]2[C:4](=[N:5][CH:6]=[C:7]([C:10]([OH:12])=O)[CH:8]=2)[N:3]=[CH:2]1.[NH:13]1[CH2:18][CH2:17][CH2:16][C@@H:15]2[C:19]3[CH:20]=[CH:21][CH:22]=[CH:23][C:24]=3[CH2:25][C@H:14]12.F[P-](F)(F)(F)(F)F.N1(OC(N(C)C)=[N+](C)C)C2N=CC=CC=2N=N1. No catalyst specified. The product is [N:13]1([C:10]([C:7]2[CH:8]=[C:9]3[NH:1][CH:2]=[N:3][C:4]3=[N:5][CH:6]=2)=[O:12])[CH2:18][CH2:17][CH2:16][C@@H:15]2[C:19]3[CH:20]=[CH:21][CH:22]=[CH:23][C:24]=3[CH2:25][C@H:14]12. The yield is 0.710.